Predict the reactants needed to synthesize the given product. From a dataset of Retrosynthesis with 50K atom-mapped reactions and 10 reaction types from USPTO. (1) Given the product N#Cc1ccc2c(c1)nc(-c1ccc(OC(c3ccccc3)c3ccccc3)cc1)n2C1CCCCC1, predict the reactants needed to synthesize it. The reactants are: BrC(c1ccccc1)c1ccccc1.N#Cc1ccc2c(c1)nc(-c1ccc(O)cc1)n2C1CCCCC1. (2) Given the product COc1c(C)sc(C(=O)CC(=O)C2CC2)c1F, predict the reactants needed to synthesize it. The reactants are: COC(=O)C(C(=O)c1sc(C)c(OC)c1F)C(=O)C1CC1. (3) Given the product CC(C)(C)c1nc2c(C(=O)NCC3CCN(CC4CCNCC4)CC3)cccc2[nH]1, predict the reactants needed to synthesize it. The reactants are: CC(C)(C)OC(=O)N1CCC(CN2CCC(CNC(=O)c3cccc4[nH]c(C(C)(C)C)nc34)CC2)CC1. (4) Given the product CCCC(C(=O)O)c1c(C)nc(-c2ccccc2)nc1-c1ccc2c(c1)CCCO2, predict the reactants needed to synthesize it. The reactants are: CCCC(C(=O)OC)c1c(C)nc(-c2ccccc2)nc1-c1ccc2c(c1)CCCO2. (5) Given the product CC(C)(C)OC(=O)N1CCC(S(=O)c2ccc(Br)cc2)CC1, predict the reactants needed to synthesize it. The reactants are: CC(C)(C)OC(=O)N1CCC(Sc2ccc(Br)cc2)CC1.OO.